From a dataset of Catalyst prediction with 721,799 reactions and 888 catalyst types from USPTO. Predict which catalyst facilitates the given reaction. Reactant: [H-].[Na+].[C:3]([O:7][C:8]([N:10]1[CH2:14][CH2:13][C@H:12]([OH:15])[CH2:11]1)=[O:9])([CH3:6])([CH3:5])[CH3:4].[Cl:16][C:17]1[CH:22]=[C:21]([Cl:23])[N:20]=[C:19](S(C)(=O)=O)[N:18]=1.[NH4+].[Cl-]. Product: [C:3]([O:7][C:8]([N:10]1[CH2:14][CH2:13][C@H:12]([O:15][C:19]2[N:20]=[C:21]([Cl:23])[CH:22]=[C:17]([Cl:16])[N:18]=2)[CH2:11]1)=[O:9])([CH3:6])([CH3:4])[CH3:5]. The catalyst class is: 765.